From a dataset of Forward reaction prediction with 1.9M reactions from USPTO patents (1976-2016). Predict the product of the given reaction. (1) Given the reactants P(Cl)(Cl)(Cl)=O.[N:6]1([CH:14]=[O:15])[C:13]2[N:9]([N:10]=[CH:11][CH:12]=2)[CH2:8][CH2:7]1.[C:16](OCC)(=[O:18])C.O, predict the reaction product. The product is: [N:6]1([CH:14]=[O:15])[C:13]2[N:9]([N:10]=[CH:11][C:12]=2[CH:16]=[O:18])[CH2:8][CH2:7]1. (2) Given the reactants [Cl:1][C:2]1[CH:3]=[CH:4][C:5]([C:9]2[N:13]([CH2:14][CH:15]3[CH2:20][CH2:19][CH2:18][CH2:17][CH2:16]3)[C:12]3[CH:21]=[C:22]([F:26])[C:23]([F:25])=[CH:24][C:11]=3[N:10]=2)=[C:6]([OH:8])[CH:7]=1.Br[CH2:28][C:29]1[CH:36]=[CH:35][C:32]([C:33]#[N:34])=[C:31]([F:37])[CH:30]=1, predict the reaction product. The product is: [Cl:1][C:2]1[CH:3]=[CH:4][C:5]([C:9]2[N:13]([CH2:14][CH:15]3[CH2:16][CH2:17][CH2:18][CH2:19][CH2:20]3)[C:12]3[CH:21]=[C:22]([F:26])[C:23]([F:25])=[CH:24][C:11]=3[N:10]=2)=[C:6]([CH:7]=1)[O:8][CH2:28][C:29]1[CH:36]=[CH:35][C:32]([C:33]#[N:34])=[C:31]([F:37])[CH:30]=1. (3) Given the reactants C([O:3][C:4]1[NH:5][C:6]([C:9]2[CH:14]=[CH:13][N:12]=[CH:11][C:10]=2[NH:15][C:16]2[CH:21]=[CH:20][C:19]([I:22])=[CH:18][C:17]=2[F:23])=[N:7][N:8]=1)C.Cl, predict the reaction product. The product is: [F:23][C:17]1[CH:18]=[C:19]([I:22])[CH:20]=[CH:21][C:16]=1[NH:15][C:10]1[CH:11]=[N:12][CH:13]=[CH:14][C:9]=1[C:6]1[NH:5][C:4](=[O:3])[NH:8][N:7]=1. (4) Given the reactants [CH2:1]([O:8][C:9]1[C:10]([C:28]([NH:30][CH3:31])=[O:29])=[C:11]([Br:27])[N:12]2[CH2:17][CH2:16][N:15]([CH2:18][C:19]3[CH:24]=[CH:23][C:22]([F:25])=[CH:21][CH:20]=3)[C:14](=[O:26])[C:13]=12)[C:2]1[CH:7]=[CH:6][CH:5]=[CH:4][CH:3]=1.C[Si]([N-][Si](C)(C)C)(C)C.[Li+].C1COCC1.Br[CH2:48][CH:49]=[C:50]([CH3:52])[CH3:51], predict the reaction product. The product is: [CH3:51][C:50]([CH3:52])=[CH:49][CH2:48][N:30]([CH3:31])[C:28]([C:10]1[C:9]([O:8][CH2:1][C:2]2[CH:3]=[CH:4][CH:5]=[CH:6][CH:7]=2)=[C:13]2[C:14](=[O:26])[N:15]([CH2:18][C:19]3[CH:20]=[CH:21][C:22]([F:25])=[CH:23][CH:24]=3)[CH2:16][CH2:17][N:12]2[C:11]=1[Br:27])=[O:29]. (5) The product is: [F:8][C:6]1[CH:5]=[C:4]([CH2:9][C:10]([NH:12][CH:13]([CH2:18][CH2:19][CH3:20])[C:14]([NH:21][C:22]2[CH:30]=[CH:29][C:25]([C:26]([NH2:28])=[O:27])=[CH:24][N:23]=2)=[O:16])=[O:11])[CH:3]=[C:2]([F:1])[CH:7]=1. Given the reactants [F:1][C:2]1[CH:3]=[C:4]([CH2:9][C:10]([NH:12][C@@H:13]([CH2:18][CH2:19][CH3:20])[C:14]([O:16]C)=O)=[O:11])[CH:5]=[C:6]([F:8])[CH:7]=1.[NH2:21][C:22]1[CH:30]=[CH:29][C:25]([C:26]([NH2:28])=[O:27])=[CH:24][N:23]=1.C[Al](C)C, predict the reaction product.